Dataset: Reaction yield outcomes from USPTO patents with 853,638 reactions. Task: Predict the reaction yield, written as a fraction of the theoretical maximum amount of product (1.0 means a 100% yield; for example, 0.34 means a 34% yield). (1) The yield is 0.830. The catalyst is O1CCCC1. The product is [C:4]([O:19][C:14]1([CH3:1])[C:18]2([CH2:23][CH2:22][CH2:21][CH2:26]2)[CH2:17][CH2:16][CH2:15]1)(=[O:13])[C:8]([CH3:9])=[CH2:12]. The reactants are [CH3:1][Mg]Cl.[C:4]1(=[O:13])[C:8]2([CH2:12]CC[CH2:9]2)CCC1.[C:14]1(=[O:19])[CH2:18][CH2:17][CH2:16][CH2:15]1.Cl.[C:21]1(C)[CH:26]=CC=[CH:23][CH:22]=1. (2) The reactants are [N:1]1[C:10]2[CH:9]([NH:11][CH2:12][CH2:13][CH2:14][CH2:15][NH2:16])[CH2:8][CH2:7][CH2:6][C:5]=2[CH:4]=[CH:3][CH:2]=1.C(N(CC)CC)C.[CH3:24][C:25]([O:28][C:29](ON=C(C1C=CC=CC=1)C#N)=[O:30])([CH3:27])[CH3:26]. The catalyst is O1CCCC1. The product is [C:25]([O:28][C:29](=[O:30])[NH:16][CH2:15][CH2:14][CH2:13][CH2:12][NH:11][CH:9]1[C:10]2[N:1]=[CH:2][CH:3]=[CH:4][C:5]=2[CH2:6][CH2:7][CH2:8]1)([CH3:27])([CH3:26])[CH3:24]. The yield is 0.800.